Dataset: Full USPTO retrosynthesis dataset with 1.9M reactions from patents (1976-2016). Task: Predict the reactants needed to synthesize the given product. Given the product [CH3:2][O:6][CH:7]1[CH2:8][CH2:9][N:10]([C:13]([O:15][CH2:16][C:17]2[CH:22]=[CH:21][CH:20]=[CH:19][CH:18]=2)=[O:14])[CH2:11][CH2:12]1, predict the reactants needed to synthesize it. The reactants are: O1CCC[CH2:2]1.[OH:6][CH:7]1[CH2:12][CH2:11][N:10]([C:13]([O:15][CH2:16][C:17]2[CH:22]=[CH:21][CH:20]=[CH:19][CH:18]=2)=[O:14])[CH2:9][CH2:8]1.[H-].[Na+].CI.